This data is from Forward reaction prediction with 1.9M reactions from USPTO patents (1976-2016). The task is: Predict the product of the given reaction. (1) Given the reactants [Si:1]([O:8][CH2:9][C:10]1[C:11]([Cl:17])=[N:12][C:13](Cl)=[CH:14][CH:15]=1)([C:4]([CH3:7])([CH3:6])[CH3:5])([CH3:3])[CH3:2].[Br-].[F:19][C:20]1[CH:27]=[CH:26][CH:25]=[C:24]([F:28])[C:21]=1[CH2:22][Zn+], predict the reaction product. The product is: [Si:1]([O:8][CH2:9][C:10]1[C:11]([Cl:17])=[N:12][C:13]([CH2:22][C:21]2[C:20]([F:19])=[CH:27][CH:26]=[CH:25][C:24]=2[F:28])=[CH:14][CH:15]=1)([C:4]([CH3:7])([CH3:6])[CH3:5])([CH3:3])[CH3:2]. (2) Given the reactants [CH3:1][CH:2]([CH3:34])[C@H:3]([NH:29][C:30](=[O:33])[O:31][CH3:32])[C:4](=[O:28])[N:5]1[CH2:9][CH2:8][CH2:7][C@H:6]1[C:10]1[NH:14][C:13]2[CH:15]=[CH:16][C:17](B3OC(C)(C)C(C)(C)O3)=[CH:18][C:12]=2[N:11]=1.Br[C:36]1[CH:41]=[CH:40][C:39]([C:42]2[NH:46][C:45]([C@@H:47]3[CH2:59][N:57]4[C:58]5[CH:50]([C@@H:51]([NH:60][C:61](=[O:64])[O:62][CH3:63])[CH2:52][CH2:53][C:54]=5[CH:55]=[CH:56]4)[C:49](=[O:65])[CH2:48]3)=[N:44][CH:43]=2)=[CH:38][CH:37]=1.C(=O)(O)[O-].[Na+], predict the reaction product. The product is: [CH3:63][O:62][C:61](=[O:64])[NH:60][C@@H:51]1[CH:50]2[C:49](=[O:65])[CH2:48][C@H:47]([C:45]3[NH:46][C:42]([C:39]4[CH:38]=[CH:37][C:36]([C:17]5[CH:16]=[CH:15][C:13]6[N:14]=[C:10]([C@@H:6]7[CH2:7][CH2:8][CH2:9][N:5]7[C:4](=[O:28])[C@@H:3]([NH:29][C:30]([O:31][CH3:32])=[O:33])[CH:2]([CH3:34])[CH3:1])[NH:11][C:12]=6[CH:18]=5)=[CH:41][CH:40]=4)=[CH:43][N:44]=3)[CH2:59][N:57]3[C:58]2=[C:54]([CH:55]=[CH:56]3)[CH2:53][CH2:52]1. (3) Given the reactants [NH2:1][C@H:2]1[C:7]([F:9])([F:8])[CH2:6][CH2:5][CH2:4][C@H:3]1[NH:10][C:11]1[CH:12]=[C:13](Br)[C:14]([C:17]#[N:18])=[N:15][CH:16]=1.[NH2:20][C:21]1[O:25][N:24]=[C:23]([C:26]2[CH:31]=[CH:30][CH:29]=[CH:28][CH:27]=2)[CH:22]=1.O(C1C=CC=CC=1)[Na].O.O.O.CC1(C)C2C(=C(P(C3C=CC=CC=3)C3C=CC=CC=3)C=CC=2)OC2C(P(C3C=CC=CC=3)C3C=CC=CC=3)=CC=CC1=2, predict the reaction product. The product is: [NH2:1][C@H:2]1[C:7]([F:9])([F:8])[CH2:6][CH2:5][CH2:4][C@H:3]1[NH:10][C:11]1[CH:12]=[C:13]([NH:20][C:21]2[O:25][N:24]=[C:23]([C:26]3[CH:31]=[CH:30][CH:29]=[CH:28][CH:27]=3)[CH:22]=2)[C:14]([C:17]#[N:18])=[N:15][CH:16]=1. (4) Given the reactants C(OC(=O)[NH:7][CH2:8][C:9]1[CH:38]=[CH:37][C:12]2[N:13]([CH2:32][CH2:33][CH:34]([CH3:36])[CH3:35])[C:14]([CH2:16][N:17]3[C:21]4=[N:22][CH:23]=[CH:24][CH:25]=[C:20]4[C:19](=[N:26][O:27][CH2:28][CH2:29][F:30])[C:18]3=[O:31])=[N:15][C:11]=2[CH:10]=1)(C)(C)C.C1(OC)C=CC=CC=1.Cl, predict the reaction product. The product is: [F:30][CH2:29][CH2:28][O:27][N:26]=[C:19]1[C:20]2[C:21](=[N:22][CH:23]=[CH:24][CH:25]=2)[N:17]([CH2:16][C:14]2[N:13]([CH2:32][CH2:33][CH:34]([CH3:35])[CH3:36])[C:12]3[CH:37]=[CH:38][C:9]([CH2:8][NH2:7])=[CH:10][C:11]=3[N:15]=2)[C:18]1=[O:31]. (5) Given the reactants FC(F)(F)C(O)=O.[Cl:8][C:9]1[C:14]([F:15])=[CH:13][CH:12]=[C:11]([Cl:16])[C:10]=1[CH:17]([O:19][C:20]1[C:45]([F:46])=[CH:44][C:23]2[N:24]=[C:25]([NH:27][C:28](=[O:43])[CH2:29][N:30]3[CH2:35][CH2:34][N:33](C(OC(C)(C)C)=O)[CH2:32][CH2:31]3)[S:26][C:22]=2[CH:21]=1)[CH3:18].C(=O)([O-])O.[Na+], predict the reaction product. The product is: [Cl:8][C:9]1[C:14]([F:15])=[CH:13][CH:12]=[C:11]([Cl:16])[C:10]=1[CH:17]([O:19][C:20]1[C:45]([F:46])=[CH:44][C:23]2[N:24]=[C:25]([NH:27][C:28](=[O:43])[CH2:29][N:30]3[CH2:35][CH2:34][NH:33][CH2:32][CH2:31]3)[S:26][C:22]=2[CH:21]=1)[CH3:18].